Dataset: Reaction yield outcomes from USPTO patents with 853,638 reactions. Task: Predict the reaction yield, written as a fraction of the theoretical maximum amount of product (1.0 means a 100% yield; for example, 0.34 means a 34% yield). (1) The reactants are I[C:2]1[O:10][C:5]2[N:6]=[CH:7][N:8]=[CH:9][C:4]=2[C:3]=1[C:11]1[CH:16]=[CH:15][CH:14]=[CH:13][CH:12]=1.[O-]P([O-])([O-])=O.[K+].[K+].[K+].[C:25]([O:29][C:30](=[O:51])[NH:31][C:32]1([C:36]2[CH:41]=[CH:40][C:39](B3OC(C)(C)C(C)(C)O3)=[CH:38][CH:37]=2)[CH2:35][CH2:34][CH2:33]1)([CH3:28])([CH3:27])[CH3:26]. The catalyst is C1C=CC([P]([Pd]([P](C2C=CC=CC=2)(C2C=CC=CC=2)C2C=CC=CC=2)([P](C2C=CC=CC=2)(C2C=CC=CC=2)C2C=CC=CC=2)[P](C2C=CC=CC=2)(C2C=CC=CC=2)C2C=CC=CC=2)(C2C=CC=CC=2)C2C=CC=CC=2)=CC=1.CN(C=O)C.O. The product is [C:11]1([C:3]2[C:4]3[CH:9]=[N:8][CH:7]=[N:6][C:5]=3[O:10][C:2]=2[C:39]2[CH:38]=[CH:37][C:36]([C:32]3([NH:31][C:30](=[O:51])[O:29][C:25]([CH3:27])([CH3:26])[CH3:28])[CH2:33][CH2:34][CH2:35]3)=[CH:41][CH:40]=2)[CH:16]=[CH:15][CH:14]=[CH:13][CH:12]=1. The yield is 0.940. (2) The reactants are [CH3:1][CH:2]([C:6](=[O:8])[CH3:7])[C:3](=[O:5])[CH3:4].[CH:9](=O)[C:10]1[CH:15]=[CH:14][CH:13]=[CH:12][CH:11]=1.B(OCCCC)(OCCCC)O[CH2:19][CH2:20][CH2:21]C.[CH2:33](N)[CH2:34][CH2:35][CH3:36]. The catalyst is C(OCC)(=O)C. The product is [CH3:1][CH:2]([C:6](=[O:8])[CH:7]=[CH:36][C:35]1[CH:21]=[CH:20][CH:19]=[CH:33][CH:34]=1)[C:3](=[O:5])[CH:4]=[CH:9][C:10]1[CH:15]=[CH:14][CH:13]=[CH:12][CH:11]=1. The yield is 0.620. (3) The reactants are [CH3:16][C:11]1([CH3:17])[C:12]([CH3:15])([CH3:14])[O:13][B:9]([B:9]2[O:13][C:12]([CH3:15])([CH3:14])[C:11]([CH3:17])([CH3:16])[O:10]2)[O:10]1.C([O-])(=O)C.[K+].Br[C:25]1[CH:33]=[C:32]2[C:28]([CH:29]=[CH:30][NH:31]2)=[CH:27][C:26]=1[F:34]. The catalyst is O1CCOCC1.C1C=CC(P(C2C=CC=CC=2)[C-]2C=CC=C2)=CC=1.C1C=CC(P(C2C=CC=CC=2)[C-]2C=CC=C2)=CC=1.Cl[Pd]Cl.[Fe+2]. The product is [F:34][C:26]1[CH:27]=[C:28]2[C:32](=[CH:33][C:25]=1[B:9]1[O:10][C:11]([CH3:16])([CH3:17])[C:12]([CH3:14])([CH3:15])[O:13]1)[NH:31][CH:30]=[CH:29]2. The yield is 0.540.